From a dataset of Forward reaction prediction with 1.9M reactions from USPTO patents (1976-2016). Predict the product of the given reaction. (1) Given the reactants [C:1]([O:5][C:6]([NH:8][CH2:9][C@H:10]1[CH2:15][CH2:14][C@H:13]([CH:16]=O)[CH2:12][CH2:11]1)=[O:7])([CH3:4])([CH3:3])[CH3:2].FC(F)(F)C(O)=O.[Cl:25][C:26]1[CH:27]=[C:28]2[C:33](=[CH:34][CH:35]=1)[CH:32]=[C:31]([S:36]([N:39]1[CH2:44][CH2:43][NH:42][CH2:41][CH2:40]1)(=[O:38])=[O:37])[CH:30]=[CH:29]2.C(O[BH-](OC(=O)C)OC(=O)C)(=O)C.[Na+].C(=O)(O)[O-].[Na+], predict the reaction product. The product is: [C:1]([O:5][C:6]([NH:8][CH2:9][C@H:10]1[CH2:15][CH2:14][C@H:13]([CH2:16][N:42]2[CH2:41][CH2:40][N:39]([S:36]([C:31]3[CH:30]=[CH:29][C:28]4[C:33](=[CH:34][CH:35]=[C:26]([Cl:25])[CH:27]=4)[CH:32]=3)(=[O:38])=[O:37])[CH2:44][CH2:43]2)[CH2:12][CH2:11]1)=[O:7])([CH3:4])([CH3:3])[CH3:2]. (2) Given the reactants [N:1]1[CH:6]=[CH:5][CH:4]=[CH:3][C:2]=1[C:7]1[O:11][CH:10]=[N:9][CH:8]=1.[C:12]1([CH2:22][CH2:23][CH2:24][CH2:25][CH2:26][CH2:27][C:28](O)=[O:29])[C:21]2[C:16](=[CH:17][CH:18]=[CH:19][CH:20]=2)[CH:15]=[CH:14][CH:13]=1, predict the reaction product. The product is: [O:29]=[C:28]([C:10]1[O:11][C:7]([C:2]2[CH:3]=[CH:4][CH:5]=[CH:6][N:1]=2)=[CH:8][N:9]=1)[CH2:27][CH2:26][CH2:25][CH2:24][CH2:23][CH2:22][C:12]1[C:21]2[C:16](=[CH:17][CH:18]=[CH:19][CH:20]=2)[CH:15]=[CH:14][CH:13]=1. (3) Given the reactants [CH3:1][N:2]1[CH2:7][CH2:6][N:5]([CH2:8][CH2:9][C:10]2[CH:11]=[CH:12][C:13]3[N:14]([C:16]([C:19]([O:21]CC)=O)=[CH:17][N:18]=3)[CH:15]=2)[CH2:4][CH2:3]1.CN(C(ON1N=NC2C=CC=NC1=2)=[N+](C)C)C.F[P-](F)(F)(F)(F)F.CCN(C(C)C)C(C)C.C[NH:58][C:59]1[CH:64]=[C:63]([C:65]2[N:69]=[C:68]([CH:70]3[CH2:73][C:72]([F:75])([F:74])[CH2:71]3)[O:67][N:66]=2)[CH:62]=[CH:61][C:60]=1[CH3:76], predict the reaction product. The product is: [F:75][C:72]1([F:74])[CH2:71][CH:70]([C:68]2[O:67][N:66]=[C:65]([C:63]3[CH:62]=[CH:61][C:60]([CH3:76])=[C:59]([NH:58][C:19]([C:16]4[N:14]5[CH:15]=[C:10]([CH2:9][CH2:8][N:5]6[CH2:4][CH2:3][N:2]([CH3:1])[CH2:7][CH2:6]6)[CH:11]=[CH:12][C:13]5=[N:18][CH:17]=4)=[O:21])[CH:64]=3)[N:69]=2)[CH2:73]1. (4) The product is: [CH3:19][O:18][C:13]1[CH:12]=[C:11]2[C:16]([CH:17]=[C:8]([C:6]([OH:7])=[O:5])[C:9]([O:20][CH2:21][CH2:22][C@H:23]3[CH2:28][CH2:27][C@H:26]([NH:29][C:30]([C:32]4[CH:33]=[CH:34][C:35]5[S:40][CH2:39][C:38](=[O:41])[NH:37][C:36]=5[CH:42]=4)=[O:31])[CH2:25][CH2:24]3)=[N:10]2)=[CH:15][CH:14]=1. Given the reactants O.[OH-].[Li+].C[O:5][C:6]([C:8]1[C:9]([O:20][CH2:21][CH2:22][C@H:23]2[CH2:28][CH2:27][C@H:26]([NH:29][C:30]([C:32]3[CH:33]=[CH:34][C:35]4[S:40][CH2:39][C:38](=[O:41])[NH:37][C:36]=4[CH:42]=3)=[O:31])[CH2:25][CH2:24]2)=[N:10][C:11]2[C:16]([CH:17]=1)=[CH:15][CH:14]=[C:13]([O:18][CH3:19])[CH:12]=2)=[O:7], predict the reaction product. (5) The product is: [F:1][C:2]1[CH:3]=[CH:4][C:5]([CH2:9][OH:10])=[C:6]([O:8][CH2:24][C@:25]2([CH3:28])[CH2:27][O:26]2)[CH:7]=1. Given the reactants [F:1][C:2]1[CH:3]=[CH:4][C:5]([CH2:9][OH:10])=[C:6]([OH:8])[CH:7]=1.[N+](C1C=C(S(O[CH2:24][C@:25]2([CH3:28])[CH2:27][O:26]2)(=O)=O)C=CC=1)([O-])=O.C([O-])([O-])=O.[Cs+].[Cs+], predict the reaction product. (6) Given the reactants [C:1]1([CH2:7][CH2:8][CH2:9][C:10](O)=[O:11])[CH:6]=[CH:5][CH:4]=[CH:3][CH:2]=1.Cl.CNOC.Cl.CN(C)CCCN=C=NCC.ON1C2C=CC=CC=2N=N1.CN1CCOCC1.[H-].[Al+3].[Li+].[H-].[H-].[H-].OS([O-])(=O)=O.[Na+], predict the reaction product. The product is: [C:1]1([CH2:7][CH2:8][CH2:9][CH:10]=[O:11])[CH:6]=[CH:5][CH:4]=[CH:3][CH:2]=1. (7) Given the reactants O.C(OC([NH:12][C@@H:13]1[CH2:21][C:20]2[C:15](=[CH:16][CH:17]=[C:18]([CH2:22][N:23]3[C:27]([C:28]([F:31])([F:30])[F:29])=[C:26]([C:32]([O:34][CH2:35][CH3:36])=[O:33])[CH:25]=[N:24]3)[CH:19]=2)[CH2:14]1)=O)C1C=CC=CC=1.C(Cl)[Cl:38].Cl, predict the reaction product. The product is: [ClH:38].[NH2:12][C@@H:13]1[CH2:21][C:20]2[C:15](=[CH:16][CH:17]=[C:18]([CH2:22][N:23]3[C:27]([C:28]([F:29])([F:30])[F:31])=[C:26]([C:32]([O:34][CH2:35][CH3:36])=[O:33])[CH:25]=[N:24]3)[CH:19]=2)[CH2:14]1. (8) Given the reactants [F-].C([N+](CCCC)(CCCC)CCCC)CCC.[Cl:19][C:20]1[CH:28]=[C:27]2[C:23]([C:24]([NH:37][C:38](=[O:42])[CH2:39][CH2:40][CH3:41])=[N:25][N:26]2COCC[Si](C)(C)C)=[CH:22][C:21]=1[C:43]1[CH:48]=[CH:47][N:46]=[CH:45][CH:44]=1, predict the reaction product. The product is: [Cl:19][C:20]1[CH:28]=[C:27]2[C:23]([C:24]([NH:37][C:38](=[O:42])[CH2:39][CH2:40][CH3:41])=[N:25][NH:26]2)=[CH:22][C:21]=1[C:43]1[CH:44]=[CH:45][N:46]=[CH:47][CH:48]=1. (9) Given the reactants [CH2:1]([N:4]([CH2:6][CH2:7][CH2:8][CH2:9][O:10][C:11]1[CH:12]=[C:13]2[C:17](=[CH:18][CH:19]=1)[NH:16][CH2:15][CH2:14]2)[CH3:5])[CH:2]=[CH2:3].[Cl:20][C:21]1[CH:26]=[CH:25][C:24]([O:27][C:28](Cl)=[S:29])=[CH:23][CH:22]=1, predict the reaction product. The product is: [Cl:20][C:21]1[CH:26]=[CH:25][C:24]([O:27][C:28]([N:16]2[C:17]3[C:13](=[CH:12][C:11]([O:10][CH2:9][CH2:8][CH2:7][CH2:6][N:4]([CH2:1][CH:2]=[CH2:3])[CH3:5])=[CH:19][CH:18]=3)[CH2:14][CH2:15]2)=[S:29])=[CH:23][CH:22]=1. (10) Given the reactants [CH2:1]([O:3][C:4](=[O:29])[CH2:5][CH2:6][CH2:7][O:8][C:9]1[CH:14]=[CH:13][CH:12]=[C:11]([CH2:15][CH2:16][CH2:17][CH2:18][CH2:19][CH2:20]Br)[C:10]=1[CH2:22][CH2:23][C:24]([O:26][CH2:27][CH3:28])=[O:25])[CH3:2].[Br:30][C:31]1[CH:32]=[C:33]([OH:43])[CH:34]=[C:35]([S:37]([CH2:40][CH2:41][CH3:42])(=[O:39])=[O:38])[CH:36]=1.C(=O)([O-])[O-].[K+].[K+], predict the reaction product. The product is: [CH2:1]([O:3][C:4](=[O:29])[CH2:5][CH2:6][CH2:7][O:8][C:9]1[CH:14]=[CH:13][CH:12]=[C:11]([CH2:15][CH2:16][CH2:17][CH2:18][CH2:19][CH2:20][O:43][C:33]2[CH:34]=[C:35]([S:37]([CH2:40][CH2:41][CH3:42])(=[O:39])=[O:38])[CH:36]=[C:31]([Br:30])[CH:32]=2)[C:10]=1[CH2:22][CH2:23][C:24]([O:26][CH2:27][CH3:28])=[O:25])[CH3:2].